Dataset: Full USPTO retrosynthesis dataset with 1.9M reactions from patents (1976-2016). Task: Predict the reactants needed to synthesize the given product. (1) Given the product [CH2:17]([O:19][C:20]([C:21]1[CH:14]=[C:11]2[N:12]([CH:23]=1)[CH:13]=[C:8]([CH2:7][OH:6])[CH:9]=[CH:10]2)=[O:25])[CH3:18], predict the reactants needed to synthesize it. The reactants are: C([SiH2][O:6][C:7](C)(C)[C:8]1[CH:9]=[CH:10][C:11]([CH3:14])=[N:12][CH:13]=1)(C)(C)C.[CH2:17]([O:19][C:20](=[O:25])[C:21]([CH2:23]Br)=O)[CH3:18]. (2) Given the product [O:40]=[C:20]1[C:21]2([C:39]3[C:30](=[CH:31][C:32]4[O:37][CH2:36][CH2:35][O:34][C:33]=4[CH:38]=3)[O:29][CH2:28]2)[C:22]2[C:27](=[CH:26][CH:25]=[CH:24][CH:23]=2)[N:19]1[CH2:2][C:3]1[CH:4]=[C:5]([CH:6]=[CH:7][CH:8]=1)[C:9]#[N:10], predict the reactants needed to synthesize it. The reactants are: Br[CH2:2][C:3]1[CH:8]=[CH:7][CH:6]=[C:5]([C:9]#[N:10])[CH:4]=1.BrCC1CCCCO1.[NH:19]1[C:27]2[C:22](=[CH:23][CH:24]=[CH:25][CH:26]=2)[C:21]2([C:39]3[C:30](=[CH:31][C:32]4[O:37][CH2:36][CH2:35][O:34][C:33]=4[CH:38]=3)[O:29][CH2:28]2)[C:20]1=[O:40].N1C2C(=CC=CC=2)C2(COC3C=C4C(=CC2=3)CCO4)C1=O. (3) Given the product [Br-:11].[C:14]([CH2:13][CH2:12][N+:1]1[C:10]2[C:5](=[CH:6][CH:7]=[CH:8][CH:9]=2)[CH:4]=[CH:3][CH:2]=1)([OH:16])=[O:15], predict the reactants needed to synthesize it. The reactants are: [N:1]1[C:10]2[C:5](=[CH:6][CH:7]=[CH:8][CH:9]=2)[CH:4]=[CH:3][CH:2]=1.[Br:11][CH2:12][CH2:13][C:14]([OH:16])=[O:15]. (4) Given the product [Cl:1][C:2]1[C:11]([O:12][CH3:13])=[CH:10][C:5]([C:6]([OH:8])=[O:7])=[CH:4][C:3]=1[CH2:14][O:15][C:16]1[CH:17]=[N:18][C:19]([NH:22][C:23]2[CH:24]=[CH:25][C:26]([N:29]3[CH2:34][C@@H:33]([CH3:35])[NH:32][C@@H:31]([CH3:36])[CH2:30]3)=[CH:27][CH:28]=2)=[N:20][CH:21]=1, predict the reactants needed to synthesize it. The reactants are: [Cl:1][C:2]1[C:11]([O:12][CH3:13])=[CH:10][C:5]([C:6]([O:8]C)=[O:7])=[CH:4][C:3]=1[CH2:14][O:15][C:16]1[CH:17]=[N:18][C:19]([NH:22][C:23]2[CH:28]=[CH:27][C:26]([N:29]3[CH2:34][C@@H:33]([CH3:35])[NH:32][C@@H:31]([CH3:36])[CH2:30]3)=[CH:25][CH:24]=2)=[N:20][CH:21]=1.[OH-].[Na+].Cl.